This data is from Forward reaction prediction with 1.9M reactions from USPTO patents (1976-2016). The task is: Predict the product of the given reaction. (1) Given the reactants [C:1](Cl)(=[O:3])[CH3:2].[Cl:5][C:6]1[CH:7]=[CH:8][C:9]2[N:15]([CH2:16][C:17]([CH3:21])([CH3:20])[CH2:18][OH:19])[C:14](=[O:22])[C@@H:13]([CH2:23][C:24]([NH:26][C:27]3[CH:28]=[C:29]([CH2:35][CH2:36][C:37]([OH:39])=[O:38])[CH:30]=[CH:31][C:32]=3[O:33][CH3:34])=[O:25])[O:12][C@H:11]([C:40]3[CH:45]=[CH:44][CH:43]=[C:42]([O:46][CH3:47])[C:41]=3[O:48][CH3:49])[C:10]=2[CH:50]=1.N1C=CC=CC=1.C(OCC)(=O)C, predict the reaction product. The product is: [C:1]([O:19][CH2:18][C:17]([CH3:20])([CH3:21])[CH2:16][N:15]1[C:9]2[CH:8]=[CH:7][C:6]([Cl:5])=[CH:50][C:10]=2[C@@H:11]([C:40]2[CH:45]=[CH:44][CH:43]=[C:42]([O:46][CH3:47])[C:41]=2[O:48][CH3:49])[O:12][C@H:13]([CH2:23][C:24]([NH:26][C:27]2[CH:28]=[C:29]([CH2:35][CH2:36][C:37]([OH:39])=[O:38])[CH:30]=[CH:31][C:32]=2[O:33][CH3:34])=[O:25])[C:14]1=[O:22])(=[O:3])[CH3:2]. (2) Given the reactants [CH2:1]([O:3][C:4]([C:6]1[C:7]([CH2:11][O:12]C(C)(C)C)=[N:8][NH:9][CH:10]=1)=[O:5])[CH3:2], predict the reaction product. The product is: [CH2:1]([O:3][C:4]([C:6]1[C:7]([CH2:11][OH:12])=[N:8][NH:9][CH:10]=1)=[O:5])[CH3:2]. (3) Given the reactants [Cl:1][C:2]1[C:11]2[C:6](=[CH:7][CH:8]=[CH:9][CH:10]=2)[CH:5]=[C:4]([Cl:12])[N:3]=1.[CH3:13][N:14]([CH3:19])[CH2:15][CH2:16][CH2:17][NH2:18], predict the reaction product. The product is: [ClH:1].[ClH:1].[Cl:12][C:4]1[N:3]=[C:2]([NH:18][CH2:17][CH2:16][CH2:15][N:14]([CH3:19])[CH3:13])[C:11]2[C:6]([CH:5]=1)=[CH:7][CH:8]=[CH:9][CH:10]=2. (4) The product is: [OH:11][C:10]1[CH:9]=[CH:8][C:5]([C:6]#[N:7])=[CH:4][C:3]=1/[CH:1]=[C:20]1/[C:21](=[O:23])[N:22]=[C:18]([N:12]2[CH2:17][CH2:16][CH2:15][CH2:14][CH2:13]2)[S:19]/1. Given the reactants [CH:1]([C:3]1[CH:4]=[C:5]([CH:8]=[CH:9][C:10]=1[OH:11])[C:6]#[N:7])=O.[N:12]1([C:18]2[S:19][CH2:20][C:21](=[O:23])[N:22]=2)[CH2:17][CH2:16][CH2:15][CH2:14][CH2:13]1.C([O-])(=O)C.[NH4+], predict the reaction product. (5) Given the reactants O[CH2:2][CH2:3][CH2:4][CH2:5][NH:6][C:7]([C:9]1[S:10][C:11]2[CH:17]=[CH:16][CH:15]=[CH:14][C:12]=2[N:13]=1)=[O:8].[S:18]1[C:22]2[CH2:23][CH:24]([NH2:27])[CH2:25][CH2:26][C:21]=2[N:20]=[CH:19]1.CCN(C(C)C)C(C)C.[I-].C(C[P+](C)(C)C)#N.C([O-])(O)=O.[Na+], predict the reaction product. The product is: [S:18]1[C:22]2[CH2:23][CH:24]([NH:27][CH2:2][CH2:3][CH2:4][CH2:5][NH:6][C:7]([C:9]3[S:10][C:11]4[CH:17]=[CH:16][CH:15]=[CH:14][C:12]=4[N:13]=3)=[O:8])[CH2:25][CH2:26][C:21]=2[N:20]=[CH:19]1. (6) Given the reactants ClC(Cl)(O[C:5](=[O:11])OC(Cl)(Cl)Cl)Cl.[F:13][C:14]([F:22])([F:21])[CH:15]([OH:20])[C:16]([F:19])([F:18])[F:17].C(N(CC)C(C)C)(C)C.[F:32][C:33]1[CH:38]=[C:37]([C:39]2[CH:44]=[CH:43][CH:42]=[C:41]([CH3:45])[N:40]=2)[CH:36]=[CH:35][C:34]=1[CH2:46][N:47]1[CH2:52][CH2:51][NH:50][CH2:49][CH2:48]1, predict the reaction product. The product is: [F:32][C:33]1[CH:38]=[C:37]([C:39]2[CH:44]=[CH:43][CH:42]=[C:41]([CH3:45])[N:40]=2)[CH:36]=[CH:35][C:34]=1[CH2:46][N:47]1[CH2:48][CH2:49][N:50]([C:5]([O:20][CH:15]([C:16]([F:19])([F:18])[F:17])[C:14]([F:22])([F:21])[F:13])=[O:11])[CH2:51][CH2:52]1. (7) The product is: [N+:16]([C:11]1[CH:12]=[CH:13][CH:14]=[CH:15][C:10]=1[CH:8]([CH3:9])[CH2:7][O:6][C:4]([NH:1][NH:2][C:4]([O:6][CH2:7][CH:8]([C:10]1[CH:15]=[CH:14][CH:13]=[CH:12][C:11]=1[N+:16]([O-:18])=[O:17])[CH3:9])=[O:5])=[O:5])([O-:18])=[O:17]. Given the reactants [NH2:1][NH2:2].Cl[C:4]([O:6][CH2:7][CH:8]([C:10]1[CH:15]=[CH:14][CH:13]=[CH:12][C:11]=1[N+:16]([O-:18])=[O:17])[CH3:9])=[O:5], predict the reaction product. (8) Given the reactants [CH2:1]([CH2:5][C:6](=O)[CH3:7])[C:2]([CH3:4])=O.C(O)(=O)C.[NH2:13][C:14]1[CH:34]=[C:33]([CH3:35])[C:17]2[O:18][C:19]3[C:28]([CH3:29])=[CH:27][C:26]([C:30]([OH:32])=[O:31])=[CH:25][C:20]=3[S:21](=[O:24])(=[O:23])[CH2:22][C:16]=2[CH:15]=1, predict the reaction product. The product is: [CH3:7][C:6]1[N:13]([C:14]2[CH:34]=[C:33]([CH3:35])[C:17]3[O:18][C:19]4[C:28]([CH3:29])=[CH:27][C:26]([C:30]([OH:32])=[O:31])=[CH:25][C:20]=4[S:21](=[O:24])(=[O:23])[CH2:22][C:16]=3[CH:15]=2)[C:2]([CH3:4])=[CH:1][CH:5]=1. (9) Given the reactants [OH:1][C:2]1[CH:3]=[C:4]([CH2:8][CH2:9][CH2:10][N:11]2[C:19](=[O:20])[C:18]3[C:13](=[CH:14][CH:15]=[CH:16][CH:17]=3)[C:12]2=[O:21])[CH:5]=[CH:6][CH:7]=1.[CH3:22][C:23]1[CH:30]=[CH:29][C:26]([CH2:27]O)=[CH:25][CH:24]=1, predict the reaction product. The product is: [CH3:22][C:23]1[CH:30]=[CH:29][C:26]([CH2:27][O:1][C:2]2[CH:3]=[C:4]([CH2:8][CH2:9][CH2:10][N:11]3[C:19](=[O:20])[C:18]4[C:13](=[CH:14][CH:15]=[CH:16][CH:17]=4)[C:12]3=[O:21])[CH:5]=[CH:6][CH:7]=2)=[CH:25][CH:24]=1. (10) The product is: [C:8]([C:7]1[CH:23]=[CH:22][C:21](=[O:24])[N:16]([CH2:17][CH2:18][O:19][CH3:20])[C:6]=1[NH:5][CH2:4][CH2:3][O:2][CH3:1])(=[O:9])[C:10]1[CH:15]=[CH:14][CH:13]=[CH:12][CH:11]=1. Given the reactants [CH3:1][O:2][CH2:3][CH2:4][NH:5][C:6]([NH:16][CH2:17][CH2:18][O:19][CH3:20])=[CH:7][C:8]([C:10]1[CH:15]=[CH:14][CH:13]=[CH:12][CH:11]=1)=[O:9].[C:21](O)(=[O:24])[C:22]#[CH:23].N1(C(N2C=CN=C2)=O)C=CN=C1, predict the reaction product.